Dataset: Reaction yield outcomes from USPTO patents with 853,638 reactions. Task: Predict the reaction yield, written as a fraction of the theoretical maximum amount of product (1.0 means a 100% yield; for example, 0.34 means a 34% yield). (1) The reactants are [OH:1][C:2]1[CH:10]=[CH:9][CH:8]=[CH:7][C:3]=1[C:4](O)=O.[C:11]([O-:14])([O-])=[O:12].[Cs+].[Cs+].CC(C)(C(=O)CC(=O)C(C)(C)C)C.Br[C:31]1[CH:32]=[C:33]2[C:37](=[CH:38][CH:39]=1)[N:36]([CH2:40][CH:41]([CH3:43])[CH3:42])[N:35]=[CH:34]2. The catalyst is CN1C(=O)CCC1.Cl[Cu]. The product is [CH2:40]([N:36]1[C:37]2[C:33](=[CH:32][C:31]([O:1][C:2]3[CH:10]=[CH:9][CH:8]=[CH:7][C:3]=3[CH2:4][C:11]([OH:14])=[O:12])=[CH:39][CH:38]=2)[CH:34]=[N:35]1)[CH:41]([CH3:43])[CH3:42]. The yield is 0.360. (2) The reactants are [CH3:1][NH:2][C:3]1[C:4]([NH2:13])=[C:5]2[C:10](=[CH:11][CH:12]=1)[N:9]=[CH:8][CH:7]=[N:6]2.[OH:14][CH2:15][C:16](O)=O. No catalyst specified. The product is [CH3:1][N:2]1[C:3]2[C:4](=[C:5]3[C:10](=[CH:11][CH:12]=2)[N:9]=[CH:8][CH:7]=[N:6]3)[N:13]=[C:16]1[CH2:15][OH:14]. The yield is 0.390. (3) The reactants are [H-].[Na+].[C:3]([C:6]1[CH:18]=[CH:17][C:16]2[NH:15][C:14]3[CH:13]=[CH:12][C:11]4[C:19](=[O:22])[CH2:20][CH2:21][C:10]=4[C:9]=3[C:8]=2[CH:7]=1)(=[O:5])[CH3:4].[H][H].[Br:25][CH2:26][CH2:27]Br. The catalyst is CN(C=O)C. The product is [C:3]([C:6]1[CH:18]=[CH:17][C:16]2[N:15]([CH2:27][CH2:26][Br:25])[C:14]3[CH:13]=[CH:12][C:11]4[C:19](=[O:22])[CH2:20][CH2:21][C:10]=4[C:9]=3[C:8]=2[CH:7]=1)(=[O:5])[CH3:4]. The yield is 0.355.